Task: Predict the reactants needed to synthesize the given product.. Dataset: Retrosynthesis with 50K atom-mapped reactions and 10 reaction types from USPTO (1) Given the product Cn1cncc1C(=O)Nc1cccc(N(Cc2ccccc2)S(=O)(=O)c2ccccc2)c1, predict the reactants needed to synthesize it. The reactants are: Cn1cncc1C(=O)O.Nc1cccc(N(Cc2ccccc2)S(=O)(=O)c2ccccc2)c1. (2) Given the product C[C@@H](O[C@H]1CC[C@@H](CN(C)CCC(=O)OCc2ccccc2)[C@@H]1c1ccc(F)cc1)c1cc(C(F)(F)F)cc(C(F)(F)F)c1, predict the reactants needed to synthesize it. The reactants are: CNCCC(=O)OCc1ccccc1.C[C@@H](O[C@H]1CC[C@@H](C=O)[C@@H]1c1ccc(F)cc1)c1cc(C(F)(F)F)cc(C(F)(F)F)c1. (3) Given the product CCCc1cc2ccc(C(=O)OC)cc2n1Cc1ccccc1Cl, predict the reactants needed to synthesize it. The reactants are: CCCc1cc2ccc(C(=O)OC)cc2[nH]1.Clc1ccccc1CBr. (4) Given the product Cc1cccc(N2CCN(CCC3CO3)CC2)c1C, predict the reactants needed to synthesize it. The reactants are: BrCCC1CO1.Cc1cccc(N2CCNCC2)c1C. (5) Given the product CCOC(=O)[C@@H]1CC(=O)C[C@H]1C(=O)O, predict the reactants needed to synthesize it. The reactants are: CCOC(=O)[C@@H]1CC(=O)C[C@H]1C(=O)OCC. (6) Given the product CCOC(=O)C1CCCCN1CCCN1c2ccccc2CCc2ccccc21, predict the reactants needed to synthesize it. The reactants are: CCOC(=O)C1CCCCN1.ClCCCN1c2ccccc2CCc2ccccc21. (7) The reactants are: Cn1nc(C(F)(F)F)cc1B(O)O.Nc1ncc(Br)s1. Given the product Cn1nc(C(F)(F)F)cc1-c1cnc(N)s1, predict the reactants needed to synthesize it.